This data is from Forward reaction prediction with 1.9M reactions from USPTO patents (1976-2016). The task is: Predict the product of the given reaction. (1) Given the reactants [NH2:1][C:2]1[CH:7]=[CH:6][C:5]([C:8]#[N:9])=[CH:4][C:3]=1[NH:10][C:11](=O)[C@H:12]([OH:27])[C@H:13]1[O:18][CH2:17][CH2:16][N:15]([C:19]2[CH:24]=[CH:23][C:22]([CH3:25])=[CH:21][CH:20]=2)[C:14]1=[O:26], predict the reaction product. The product is: [OH:27][C@H:12]([C@H:13]1[O:18][CH2:17][CH2:16][N:15]([C:19]2[CH:24]=[CH:23][C:22]([CH3:25])=[CH:21][CH:20]=2)[C:14]1=[O:26])[C:11]1[NH:10][C:3]2[CH:4]=[C:5]([C:8]#[N:9])[CH:6]=[CH:7][C:2]=2[N:1]=1. (2) The product is: [F:1][C:2]([F:35])([F:34])[C:3]1[CH:4]=[C:5]([C:13]([N:15]2[CH2:20][CH2:19][C@H:18]([C:21]3[CH:26]=[CH:25][CH:24]=[C:23]([N:40]4[CH2:41][CH2:42][N:37]([CH3:36])[CH2:38][CH2:39]4)[CH:22]=3)[C@H:17]([C:28]3[CH:33]=[CH:32][CH:31]=[CH:30][CH:29]=3)[CH2:16]2)=[O:14])[CH:6]=[C:7]([C:9]([F:12])([F:11])[F:10])[CH:8]=1. Given the reactants [F:1][C:2]([F:35])([F:34])[C:3]1[CH:4]=[C:5]([C:13]([N:15]2[CH2:20][CH2:19][C@H:18]([C:21]3[CH:26]=[CH:25][CH:24]=[C:23](Br)[CH:22]=3)[C@H:17]([C:28]3[CH:33]=[CH:32][CH:31]=[CH:30][CH:29]=3)[CH2:16]2)=[O:14])[CH:6]=[C:7]([C:9]([F:12])([F:11])[F:10])[CH:8]=1.[CH3:36][N:37]1[CH2:42][CH2:41][NH:40][CH2:39][CH2:38]1.CC(C)([O-])C.[Na+], predict the reaction product. (3) Given the reactants CO[C:3]([C@@H:5]1[CH2:9][C@H:8]([NH:10][C:11]([C:13]2[CH:22]=[CH:21][C:20]3[C:15](=[CH:16][CH:17]=[CH:18][CH:19]=3)[C:14]=2[OH:23])=[O:12])[CH2:7][N:6]1[CH2:24][CH:25]1[CH2:30][CH2:29][CH2:28][CH2:27][CH2:26]1)=[O:4].[CH2:31]([NH2:38])[C:32]1[CH:37]=[CH:36][CH:35]=[CH:34][CH:33]=1, predict the reaction product. The product is: [CH2:31]([NH:38][C:3]([C@@H:5]1[CH2:9][C@H:8]([NH:10][C:11]([C:13]2[CH:22]=[CH:21][C:20]3[C:15](=[CH:16][CH:17]=[CH:18][CH:19]=3)[C:14]=2[OH:23])=[O:12])[CH2:7][N:6]1[CH2:24][CH:25]1[CH2:30][CH2:29][CH2:28][CH2:27][CH2:26]1)=[O:4])[C:32]1[CH:37]=[CH:36][CH:35]=[CH:34][CH:33]=1. (4) Given the reactants [NH2:1][C:2]1[CH:7]=[CH:6][C:5]([C:8]2[CH:13]=[CH:12][C:11]([F:14])=[CH:10][CH:9]=2)=[CH:4][N:3]=1.C([O-])(=O)C.[Na+].[Br:20]Br, predict the reaction product. The product is: [NH2:1][C:2]1[C:7]([Br:20])=[CH:6][C:5]([C:8]2[CH:13]=[CH:12][C:11]([F:14])=[CH:10][CH:9]=2)=[CH:4][N:3]=1. (5) Given the reactants [Cl:1][C:2]1[CH:3]=[C:4]2[C:8](=[CH:9][CH:10]=1)[C:7](=[O:11])[NH:6][CH2:5]2.[C:12]([O:16][C:17]([N:19]1[CH2:24][CH2:23][CH:22]([C:25]2[CH:26]=[N:27][CH:28]=[C:29](I)[CH:30]=2)[CH2:21][CH2:20]1)=[O:18])([CH3:15])([CH3:14])[CH3:13].[C@H]1(N)CCCC[C@@H]1N.[O-]P([O-])([O-])=O.[K+].[K+].[K+], predict the reaction product. The product is: [C:12]([O:16][C:17]([N:19]1[CH2:24][CH2:23][CH:22]([C:25]2[CH:26]=[N:27][CH:28]=[C:29]([N:6]3[CH2:5][C:4]4[C:8](=[CH:9][CH:10]=[C:2]([Cl:1])[CH:3]=4)[C:7]3=[O:11])[CH:30]=2)[CH2:21][CH2:20]1)=[O:18])([CH3:15])([CH3:13])[CH3:14].